Dataset: Forward reaction prediction with 1.9M reactions from USPTO patents (1976-2016). Task: Predict the product of the given reaction. (1) Given the reactants [CH2:1]([O:3][C:4](=[O:21])[C:5]([NH:7][C:8]1[C:17]([N+:18]([O-:20])=[O:19])=[CH:16][CH:15]=[C:14]2[C:9]=1[CH2:10][CH2:11][CH2:12][NH:13]2)=[O:6])[CH3:2].CI.[C:24](=O)([O-])[O-].[Cs+].[Cs+], predict the reaction product. The product is: [CH2:1]([O:3][C:4](=[O:21])[C:5]([N:7]([CH3:24])[C:8]1[C:17]([N+:18]([O-:20])=[O:19])=[CH:16][CH:15]=[C:14]2[C:9]=1[CH2:10][CH2:11][CH2:12][NH:13]2)=[O:6])[CH3:2]. (2) Given the reactants Cl.[NH2:2][OH:3].[CH:4]1([CH2:9][C:10]#[C:11][C:12]#[N:13])[CH2:8][CH2:7][CH2:6][CH2:5]1.CCO, predict the reaction product. The product is: [CH:4]1([CH2:9][C:10]2[O:3][N:2]=[C:12]([NH2:13])[CH:11]=2)[CH2:8][CH2:7][CH2:6][CH2:5]1. (3) Given the reactants [CH:1]([N:4]1[C:12]2[C:7](=[CH:8][CH:9]=[CH:10][CH:11]=2)[C:6]([C:13]([OH:15])=O)=[N:5]1)([CH3:3])[CH3:2].[NH2:16][C@H:17]1[CH2:22][N:21]([C:23]([O:25][C:26]([CH3:29])([CH3:28])[CH3:27])=[O:24])[C@@H:20]([CH2:30][C:31]2([OH:37])[CH2:36][CH2:35][O:34][CH2:33][CH2:32]2)[CH2:19][CH2:18]1.C(N(CC)C(C)C)(C)C.C(P(=O)(OCC)OCC)#N, predict the reaction product. The product is: [OH:37][C:31]1([CH2:30][C@H:20]2[CH2:19][CH2:18][C@@H:17]([NH:16][C:13]([C:6]3[C:7]4[C:12](=[CH:11][CH:10]=[CH:9][CH:8]=4)[N:4]([CH:1]([CH3:2])[CH3:3])[N:5]=3)=[O:15])[CH2:22][N:21]2[C:23]([O:25][C:26]([CH3:29])([CH3:28])[CH3:27])=[O:24])[CH2:36][CH2:35][O:34][CH2:33][CH2:32]1.